Dataset: Catalyst prediction with 721,799 reactions and 888 catalyst types from USPTO. Task: Predict which catalyst facilitates the given reaction. (1) Reactant: [Cl:1][C:2]1[C:3]2[N:10]([CH3:11])[C:9]([Cl:12])=[CH:8][C:4]=2[N:5]=[CH:6][N:7]=1.[S:13]1[C:17]2[CH:18]=[CH:19][CH:20]=[C:21]([O:22][C:23]3[CH:29]=[CH:28][C:26]([NH2:27])=[CH:25][C:24]=3[Cl:30])[C:16]=2[CH:15]=[N:14]1.Cl.C(OCC)(=O)C. Product: [ClH:1].[S:13]1[C:17]2[CH:18]=[CH:19][CH:20]=[C:21]([O:22][C:23]3[CH:29]=[CH:28][C:26]([NH:27][C:2]4[C:3]5[N:10]([CH3:11])[C:9]([Cl:12])=[CH:8][C:4]=5[N:5]=[CH:6][N:7]=4)=[CH:25][C:24]=3[Cl:30])[C:16]=2[CH:15]=[N:14]1. The catalyst class is: 32. (2) Reactant: [F:1][C:2]1[C:7]2[NH:8][CH:9]=[N:10][C:6]=2[CH:5]=[C:4]([C:11]([OH:13])=O)[C:3]=1[NH:14][C:15]1[CH:20]=[CH:19][C:18]([Br:21])=[CH:17][C:16]=1[CH3:22].CCN(C(C)C)C(C)C.C1CN([P+](ON2N=NC3C=[CH:53][CH:54]=[CH:55][C:50]2=3)(N2CCCC2)N2CCCC2)CC1.F[P-](F)(F)(F)(F)F.Cl.C1([N:69](C)[OH:70])CC1. Product: [CH:54]1([CH2:53][O:70][NH:69][C:11]([C:4]2[C:3]([NH:14][C:15]3[CH:20]=[CH:19][C:18]([Br:21])=[CH:17][C:16]=3[CH3:22])=[C:2]([F:1])[C:7]3[NH:8][CH:9]=[N:10][C:6]=3[CH:5]=2)=[O:13])[CH2:55][CH2:50]1. The catalyst class is: 76. (3) Reactant: [C:1]([C:3]1[CH:4]=[C:5]2[C:9](=[CH:10][CH:11]=1)[NH:8][CH:7]=[CH:6]2)#[N:2].[H-].[Na+].[C:14]([O:18][C:19]([NH:21][C:22]([CH3:27])([CH3:26])[CH2:23][CH2:24]Cl)=[O:20])([CH3:17])([CH3:16])[CH3:15]. Product: [C:14]([O:18][C:19]([NH:21][C:22]([CH3:26])([CH3:27])[CH2:23][CH2:24][N:8]1[C:9]2[C:5](=[CH:4][C:3]([C:1]#[N:2])=[CH:11][CH:10]=2)[CH:6]=[CH:7]1)=[O:20])([CH3:17])([CH3:16])[CH3:15]. The catalyst class is: 589. (4) Reactant: [CH:1]1([NH2:4])[CH2:3][CH2:2]1.[Cl:5][C:6]1[CH:11]=[CH:10][C:9]([NH:12][C:13]2[N:18]=[C:17](SC#N)[C:16]([N+:22]([O-:24])=[O:23])=[CH:15][N:14]=2)=[CH:8][CH:7]=1.O. Product: [Cl:5][C:6]1[CH:7]=[CH:8][C:9]([NH:12][C:13]2[N:14]=[C:15]([NH:4][CH:1]3[CH2:3][CH2:2]3)[C:16]([N+:22]([O-:24])=[O:23])=[CH:17][N:18]=2)=[CH:10][CH:11]=1. The catalyst class is: 9. (5) Reactant: [CH3:1][C:2]([CH3:38])([CH3:37])[C:3]([O:5][C:6]1[CH:11]=[CH:10][C:9]([C:12]([C:24]2[CH:29]=[CH:28][C:27]([O:30][C:31](=[O:36])[C:32]([CH3:35])([CH3:34])[CH3:33])=[CH:26][CH:25]=2)=[C:13]([C:17]2[CH:22]=[CH:21][CH:20]=[C:19]([OH:23])[CH:18]=2)[CH2:14][CH2:15][CH3:16])=[CH:8][CH:7]=1)=[O:4].C([O-])([O-])=O.[K+].[K+].O.Cl.Cl[CH2:48][CH2:49][N:50]1[CH2:54][CH2:53][CH2:52][CH2:51]1. Product: [CH3:33][C:32]([CH3:35])([CH3:34])[C:31]([O:30][C:27]1[CH:26]=[CH:25][C:24]([C:12]([C:9]2[CH:8]=[CH:7][C:6]([O:5][C:3](=[O:4])[C:2]([CH3:37])([CH3:1])[CH3:38])=[CH:11][CH:10]=2)=[C:13]([C:17]2[CH:22]=[CH:21][CH:20]=[C:19]([O:23][CH2:48][CH2:49][N:50]3[CH2:54][CH2:53][CH2:52][CH2:51]3)[CH:18]=2)[CH2:14][CH2:15][CH3:16])=[CH:29][CH:28]=1)=[O:36]. The catalyst class is: 21.